From a dataset of Forward reaction prediction with 1.9M reactions from USPTO patents (1976-2016). Predict the product of the given reaction. (1) Given the reactants C(C1[CH:5]=[C:6]([F:11])[C:7]([Cl:10])=[N:8][CH:9]=1)C=C.C[N+]1([O-])CC[O:16]CC1.[CH2:20]1[CH2:24][O:23][CH2:22][CH2:21]1, predict the reaction product. The product is: [Cl:10][C:7]1[N:8]=[CH:9][C:22]([CH2:21][CH:20]([OH:16])[CH2:24][OH:23])=[CH:5][C:6]=1[F:11]. (2) Given the reactants [Cl:1][C:2]1[C:10]2[N:9]=[C:8]3[N:11]([C:15]4[C:20]([Cl:21])=[CH:19][C:18]([Cl:22])=[CH:17][C:16]=4[Cl:23])[CH2:12][CH2:13][CH2:14][N:7]3[C:6]=2[C:5]([CH:24]([NH2:29])[C:25]([F:28])([F:27])[F:26])=[CH:4][CH:3]=1.C(N(CC)CC)C.[CH3:37][S:38](Cl)(=[O:40])=[O:39], predict the reaction product. The product is: [Cl:1][C:2]1[C:10]2[N:9]=[C:8]3[N:11]([C:15]4[C:20]([Cl:21])=[CH:19][C:18]([Cl:22])=[CH:17][C:16]=4[Cl:23])[CH2:12][CH2:13][CH2:14][N:7]3[C:6]=2[C:5]([CH:24]([NH:29][S:38]([CH3:37])(=[O:40])=[O:39])[C:25]([F:26])([F:27])[F:28])=[CH:4][CH:3]=1. (3) Given the reactants [C:1]([C:5]1[N:9]([CH2:10][CH:11]2[CH2:16][CH2:15][O:14][CH2:13][CH2:12]2)[C:8]2[CH:17]=[CH:18][C:19]([N:21]([CH3:34])[S:22]([C:25]3[CH:30]=[CH:29][C:28]([N+:31]([O-])=O)=[CH:27][CH:26]=3)(=[O:24])=[O:23])=[CH:20][C:7]=2[N:6]=1)([CH3:4])([CH3:3])[CH3:2].CCO, predict the reaction product. The product is: [NH2:31][C:28]1[CH:29]=[CH:30][C:25]([S:22]([N:21]([C:19]2[CH:18]=[CH:17][C:8]3[N:9]([CH2:10][CH:11]4[CH2:12][CH2:13][O:14][CH2:15][CH2:16]4)[C:5]([C:1]([CH3:4])([CH3:2])[CH3:3])=[N:6][C:7]=3[CH:20]=2)[CH3:34])(=[O:24])=[O:23])=[CH:26][CH:27]=1. (4) Given the reactants [H-].[Na+].[NH:3]1[CH2:8][CH2:7][CH2:6][CH2:5][C:4]1=[O:9].[CH2:10](Br)[C:11]1[CH:16]=[CH:15][CH:14]=[CH:13][CH:12]=1.O, predict the reaction product. The product is: [CH2:10]([N:3]1[CH2:8][CH2:7][CH2:6][CH2:5][C:4]1=[O:9])[C:11]1[CH:16]=[CH:15][CH:14]=[CH:13][CH:12]=1.